Dataset: Forward reaction prediction with 1.9M reactions from USPTO patents (1976-2016). Task: Predict the product of the given reaction. (1) Given the reactants [I:1][C:2]1[CH:3]=[C:4]([OH:8])[CH:5]=[CH:6][CH:7]=1.O[CH2:10][CH2:11][N:12]1[C:20](=[O:21])[C:19]2[CH:18]=[CH:17][C:16](=O)[C:15](=O)[C:14]=2[C:13]1=[O:24], predict the reaction product. The product is: [I:1][C:2]1[CH:3]=[C:4]([CH:5]=[CH:6][CH:7]=1)[O:8][CH2:10][CH2:11][N:12]1[C:13](=[O:24])[C:14]2[C:19](=[CH:18][CH:17]=[CH:16][CH:15]=2)[C:20]1=[O:21]. (2) Given the reactants [CH3:1][O:2][C:3](=[O:23])[CH2:4][C:5]1[CH:10]=[CH:9][C:8]([O:11][CH3:12])=[C:7]([O:13][C:14]2[CH:19]=[C:18]([Br:20])[CH:17]=[CH:16][C:15]=2[CH2:21]Br)[CH:6]=1.[CH3:24][C@@H:25]1[C@H:29]([C:30]2[CH:35]=[CH:34][CH:33]=[CH:32][CH:31]=2)[O:28][C:27](=[O:36])[NH:26]1, predict the reaction product. The product is: [CH3:1][O:2][C:3](=[O:23])[CH2:4][C:5]1[CH:10]=[CH:9][C:8]([O:11][CH3:12])=[C:7]([O:13][C:14]2[CH:19]=[C:18]([Br:20])[CH:17]=[CH:16][C:15]=2[CH2:21][N:26]2[C@H:25]([CH3:24])[C@H:29]([C:30]3[CH:35]=[CH:34][CH:33]=[CH:32][CH:31]=3)[O:28][C:27]2=[O:36])[CH:6]=1. (3) Given the reactants [N:1]1[C:10]2[C:5](=[CH:6][CH:7]=[CH:8][CH:9]=2)[C:4]([OH:11])=[CH:3][CH:2]=1.[N+:12]([O-])([OH:14])=[O:13], predict the reaction product. The product is: [N+:12]([C:3]1[CH:2]=[N:1][C:10]2[C:5]([C:4]=1[OH:11])=[CH:6][CH:7]=[CH:8][CH:9]=2)([O-:14])=[O:13]. (4) Given the reactants [CH2:1]([O:3][C:4]([C:6]1[N:7]=[C:8]([C:26]2[CH:31]=[CH:30][C:29]([C:32]([F:35])([F:34])[F:33])=[CH:28][CH:27]=2)[O:9][C:10]=1[C:11]1[CH:16]=[CH:15][C:14](B2OC(C)(C)C(C)(C)O2)=[CH:13][CH:12]=1)=[O:5])[CH3:2].C(=O)([O-])[O-].[K+].[K+].Br[C:43]1[CH:44]=[N:45][CH:46]=[CH:47][CH:48]=1, predict the reaction product. The product is: [CH2:1]([O:3][C:4]([C:6]1[N:7]=[C:8]([C:26]2[CH:31]=[CH:30][C:29]([C:32]([F:34])([F:35])[F:33])=[CH:28][CH:27]=2)[O:9][C:10]=1[C:11]1[CH:12]=[CH:13][C:14]([C:43]2[CH:44]=[N:45][CH:46]=[CH:47][CH:48]=2)=[CH:15][CH:16]=1)=[O:5])[CH3:2].